This data is from Full USPTO retrosynthesis dataset with 1.9M reactions from patents (1976-2016). The task is: Predict the reactants needed to synthesize the given product. (1) Given the product [C:17]([C:14]1([C:4]2([C:3]([NH2:21])=[O:10])[CH2:5][CH2:6][CH2:7][CH2:8][CH:9]2[CH2:1][OH:11])[CH2:16][CH2:15]1)#[N:18], predict the reactants needed to synthesize it. The reactants are: [C:1]1(=[O:11])[C@H:9]2[C@@H:4]([CH2:5][CH2:6][CH2:7][CH2:8]2)[C:3](=[O:10])O1.Cl.N[C:14]1([C:17]#[N:18])[CH2:16][CH2:15]1.C([N:21](CC)CC)C.[BH4-].[Na+].C(=O)([O-])O.[Na+]. (2) Given the product [Cl:10][C:11]1[CH:12]=[C:13]([S:18]([NH:21][C@@H:22]([C:25]2[N:29]([CH2:30][CH3:31])[C:28]([O:32][C:33]3[CH:38]=[CH:37][C:36]([F:39])=[CH:35][CH:34]=3)=[N:27][N:26]=2)[CH2:23][F:7])(=[O:20])=[O:19])[CH:14]=[CH:15][C:16]=1[Cl:17], predict the reactants needed to synthesize it. The reactants are: C(N(S(F)(F)[F:7])CC)C.[Cl:10][C:11]1[CH:12]=[C:13]([S:18]([NH:21][C@@H:22]([C:25]2[N:29]([CH2:30][CH3:31])[C:28]([O:32][C:33]3[CH:38]=[CH:37][C:36]([F:39])=[CH:35][CH:34]=3)=[N:27][N:26]=2)[CH2:23]O)(=[O:20])=[O:19])[CH:14]=[CH:15][C:16]=1[Cl:17].C(=O)(O)[O-].[Na+]. (3) Given the product [Cl:1][C:2]1[CH:3]=[C:4]2[C:8](=[CH:9][CH:10]=1)[N:7]([S:11]([C:14]1[CH:15]=[C:16]([CH:32]=[CH:33][CH:34]=1)[C:17]([NH:19][C:20]1[CH:29]=[CH:28][C:27](/[CH:30]=[N:36]/[OH:37])=[CH:26][C:21]=1[C:22]([OH:24])=[O:23])=[O:18])(=[O:13])=[O:12])[CH2:6][CH2:5]2, predict the reactants needed to synthesize it. The reactants are: [Cl:1][C:2]1[CH:3]=[C:4]2[C:8](=[CH:9][CH:10]=1)[N:7]([S:11]([C:14]1[CH:15]=[C:16]([CH:32]=[CH:33][CH:34]=1)[C:17]([NH:19][C:20]1[CH:29]=[CH:28][C:27]([CH:30]=O)=[CH:26][C:21]=1[C:22]([O:24]C)=[O:23])=[O:18])(=[O:13])=[O:12])[CH2:6][CH2:5]2.Cl.[NH2:36][OH:37].[OH-].[Na+].Cl. (4) Given the product [CH3:1][C:2]1[CH:7]=[C:6]([O:8][CH3:9])[N:5]=[CH:4][C:3]=1[NH:10][C:12](=[O:13])[O:14][CH2:15][CH3:16], predict the reactants needed to synthesize it. The reactants are: [CH3:1][C:2]1[CH:7]=[C:6]([O:8][CH3:9])[N:5]=[CH:4][C:3]=1[NH2:10].Cl[C:12]([O:14][CH2:15][CH3:16])=[O:13]. (5) Given the product [C:1]([O:5][C:6]([N:8]1[CH2:13][CH2:12][CH:11]([CH2:14][C:15]2[CH:20]=[CH:19][C:18]([F:21])=[CH:17][CH:16]=2)[CH2:10][CH2:9]1)=[O:7])([CH3:4])([CH3:2])[CH3:3], predict the reactants needed to synthesize it. The reactants are: [C:1]([O:5][C:6]([N:8]1[CH2:13][CH2:12][C:11](=[CH:14][C:15]2[CH:20]=[CH:19][C:18]([F:21])=[CH:17][CH:16]=2)[CH2:10][CH2:9]1)=[O:7])([CH3:4])([CH3:3])[CH3:2]. (6) Given the product [Cl:8][C:5]1[CH:6]=[CH:7][C:2]([CH:24]([NH:23][S:21]([C:18]([CH3:19])([CH3:17])[CH3:20])=[O:22])[CH:25]([CH3:27])[CH3:26])=[C:3]([CH2:9][O:10][CH3:11])[CH:4]=1, predict the reactants needed to synthesize it. The reactants are: Br[C:2]1[CH:7]=[CH:6][C:5]([Cl:8])=[CH:4][C:3]=1[CH2:9][O:10][CH3:11].[Li]CCCC.[CH3:17][C:18]([S:21](/[N:23]=[CH:24]/[CH:25]([CH3:27])[CH3:26])=[O:22])([CH3:20])[CH3:19].